Task: Regression. Given two drug SMILES strings and cell line genomic features, predict the synergy score measuring deviation from expected non-interaction effect.. Dataset: NCI-60 drug combinations with 297,098 pairs across 59 cell lines (1) Drug 1: CC=C1C(=O)NC(C(=O)OC2CC(=O)NC(C(=O)NC(CSSCCC=C2)C(=O)N1)C(C)C)C(C)C. Drug 2: CC1C(C(CC(O1)OC2CC(OC(C2O)C)OC3=CC4=CC5=C(C(=O)C(C(C5)C(C(=O)C(C(C)O)O)OC)OC6CC(C(C(O6)C)O)OC7CC(C(C(O7)C)O)OC8CC(C(C(O8)C)O)(C)O)C(=C4C(=C3C)O)O)O)O. Cell line: IGROV1. Synergy scores: CSS=53.7, Synergy_ZIP=-1.50, Synergy_Bliss=-3.34, Synergy_Loewe=-23.1, Synergy_HSA=-3.24. (2) Drug 1: CCC1(CC2CC(C3=C(CCN(C2)C1)C4=CC=CC=C4N3)(C5=C(C=C6C(=C5)C78CCN9C7C(C=CC9)(C(C(C8N6C)(C(=O)OC)O)OC(=O)C)CC)OC)C(=O)OC)O.OS(=O)(=O)O. Drug 2: C1=NNC2=C1C(=O)NC=N2. Cell line: HCC-2998. Synergy scores: CSS=4.20, Synergy_ZIP=-2.37, Synergy_Bliss=-4.14, Synergy_Loewe=0.662, Synergy_HSA=-3.08. (3) Drug 1: C1C(C(OC1N2C=NC3=C(N=C(N=C32)Cl)N)CO)O. Drug 2: C1CCC(C(C1)N)N.C(=O)(C(=O)[O-])[O-].[Pt+4]. Cell line: HL-60(TB). Synergy scores: CSS=77.9, Synergy_ZIP=3.62, Synergy_Bliss=4.09, Synergy_Loewe=-0.508, Synergy_HSA=6.95. (4) Drug 1: CC1=CC2C(CCC3(C2CCC3(C(=O)C)OC(=O)C)C)C4(C1=CC(=O)CC4)C. Drug 2: CCC1(CC2CC(C3=C(CCN(C2)C1)C4=CC=CC=C4N3)(C5=C(C=C6C(=C5)C78CCN9C7C(C=CC9)(C(C(C8N6C)(C(=O)OC)O)OC(=O)C)CC)OC)C(=O)OC)O.OS(=O)(=O)O. Cell line: OVCAR-5. Synergy scores: CSS=1.52, Synergy_ZIP=-5.12, Synergy_Bliss=-3.62, Synergy_Loewe=-42.7, Synergy_HSA=-6.60. (5) Drug 1: CC(C)(C#N)C1=CC(=CC(=C1)CN2C=NC=N2)C(C)(C)C#N. Drug 2: C1CCC(C(C1)N)N.C(=O)(C(=O)[O-])[O-].[Pt+4]. Cell line: SK-OV-3. Synergy scores: CSS=0.322, Synergy_ZIP=-6.11, Synergy_Bliss=-14.0, Synergy_Loewe=-3.78, Synergy_HSA=-9.63.